This data is from Full USPTO retrosynthesis dataset with 1.9M reactions from patents (1976-2016). The task is: Predict the reactants needed to synthesize the given product. Given the product [CH3:31][O:32][C:33]1[N:40]=[CH:39][C:38]([N:41]2[CH2:46][CH2:45][O:44][C:43]3[CH:47]=[CH:48][C:49]([O:51][C@H:52]4[CH2:56][CH2:55][N:54]([C:7]([C:5]5[N:4]=[CH:3][N:2]([CH3:1])[CH:6]=5)=[O:9])[CH2:53]4)=[CH:50][C:42]2=3)=[CH:37][C:34]=1[C:35]#[N:36], predict the reactants needed to synthesize it. The reactants are: [CH3:1][N:2]1[CH:6]=[C:5]([C:7]([OH:9])=O)[N:4]=[CH:3]1.C1C=CC2N(O)N=NC=2C=1.C(Cl)CCl.CCN(CC)CC.[CH3:31][O:32][C:33]1[N:40]=[CH:39][C:38]([N:41]2[CH2:46][CH2:45][O:44][C:43]3[CH:47]=[CH:48][C:49]([O:51][C@H:52]4[CH2:56][CH2:55][NH:54][CH2:53]4)=[CH:50][C:42]2=3)=[CH:37][C:34]=1[C:35]#[N:36].